Task: Predict the reactants needed to synthesize the given product.. Dataset: Full USPTO retrosynthesis dataset with 1.9M reactions from patents (1976-2016) (1) Given the product [ClH:1].[C:2]([C:4]1[CH:5]=[C:6]([NH:10][C:11]2[C:20]3[C:15](=[CH:16][C:17]([OH:25])=[C:18]([OH:21])[CH:19]=3)[N:14]=[CH:13][N:12]=2)[CH:7]=[CH:8][CH:9]=1)#[CH:3], predict the reactants needed to synthesize it. The reactants are: [ClH:1].[C:2]([C:4]1[CH:5]=[C:6]([NH:10][C:11]2[C:20]3[C:15](=[CH:16][C:17]([O:25]C(=O)C)=[C:18]([O:21]C(=O)C)[CH:19]=3)[N:14]=[CH:13][N:12]=2)[CH:7]=[CH:8][CH:9]=1)#[CH:3].N. (2) Given the product [CH3:10][N:11]1[CH2:16][CH2:15][CH2:14][C@@H:13]([O:17][C:18](=[O:26])[C:19]([OH:25])([C:20]2[S:21][CH:22]=[CH:23][CH:24]=2)[C:2]2[S:3][CH:4]=[CH:5][CH:6]=2)[CH2:12]1, predict the reactants needed to synthesize it. The reactants are: Br[C:2]1[S:3][CH:4]=[CH:5][CH:6]=1.[Mg].II.[CH3:10][N:11]1[CH2:16][CH2:15][CH2:14][C@@H:13]([O:17][C:18](=[O:26])[C:19](=[O:25])[C:20]2[S:21][CH:22]=[CH:23][CH:24]=2)[CH2:12]1.[Cl-].[NH4+]. (3) The reactants are: [Cl:1][C:2]1[CH:9]=[CH:8][C:5]([CH:6]=[O:7])=[C:4]([N+:10]([O-])=O)[CH:3]=1.ClC1C=CC(S(C2CC2)(=O)=O)=C(C=1)N. Given the product [NH2:10][C:4]1[CH:3]=[C:2]([Cl:1])[CH:9]=[CH:8][C:5]=1[CH:6]=[O:7], predict the reactants needed to synthesize it. (4) Given the product [O:1]1[C:5]2[C:6]([CH2:10][OH:11])=[CH:7][CH:8]=[CH:9][C:4]=2[CH2:3][CH2:2]1, predict the reactants needed to synthesize it. The reactants are: [O:1]1[C:5]2[C:6]([C:10](O)=[O:11])=[CH:7][CH:8]=[CH:9][C:4]=2[CH2:3][CH2:2]1.[H-].[Al+3].[Li+].[H-].[H-].[H-].O. (5) Given the product [CH2:1]([O:3][C:4]([CH:6]1[CH2:11][C:10](=[O:12])[CH2:9][CH2:8][O:7]1)=[O:5])[CH3:2], predict the reactants needed to synthesize it. The reactants are: [CH2:1]([O:3][C:4]([CH:6]1[CH2:11][C:10](=[O:12])[CH:9]=[CH:8][O:7]1)=[O:5])[CH3:2]. (6) Given the product [N:1]1([C:7]2[N:8]=[C:9]([CH2:14][C:15]([NH:22][C:21]3[CH:23]=[CH:24][C:25]([F:28])=[C:26]([F:27])[C:20]=3[F:19])=[O:17])[NH:10][C:11](=[O:13])[CH:12]=2)[CH2:2][CH2:3][O:4][CH2:5][CH2:6]1, predict the reactants needed to synthesize it. The reactants are: [N:1]1([C:7]2[N:8]=[C:9]([CH2:14][C:15]([O-:17])=O)[NH:10][C:11](=[O:13])[CH:12]=2)[CH2:6][CH2:5][O:4][CH2:3][CH2:2]1.[Na+].[F:19][C:20]1[C:26]([F:27])=[C:25]([F:28])[CH:24]=[CH:23][C:21]=1[NH2:22]. (7) The reactants are: [CH3:1][C:2]1[CH:3]=[CH:4][C:5]([N:9]2[N:32]=[C:31]([CH3:33])/[C:12](=[N:13]/[NH:14][C:15]3[CH:16]=[CH:17][CH:18]=[C:19]([C:22]4[CH:23]=[CH:24][CH:25]=[C:26]([C:28]([OH:30])=[O:29])[CH:27]=4)[C:20]=3[OH:21])/[C:10]2=[O:11])=[CH:6][C:7]=1[CH3:8]. Given the product [CH3:1][C:2]1[CH:3]=[CH:4][C:5]([N:9]2[N:32]=[C:31]([CH3:33])/[C:12](=[N:13]/[NH:14][C:15]3[CH:16]=[CH:17][CH:18]=[C:19]([C:22]4[CH:23]=[CH:24][CH:25]=[C:26]([C:28]([OH:30])=[O:29])[CH:27]=4)[C:20]=3[OH:21])/[C:10]2=[O:11])=[CH:6][C:7]=1[CH3:8].[CH2:10]([CH2:12][NH2:13])[OH:11], predict the reactants needed to synthesize it.